The task is: Predict the product of the given reaction.. This data is from Forward reaction prediction with 1.9M reactions from USPTO patents (1976-2016). (1) Given the reactants [CH3:1][C:2]1[O:6][N:5]=[C:4]([C:7]2[CH:12]=[CH:11][CH:10]=[CH:9][CH:8]=2)[C:3]=1[C:13]1[N:14]=[CH:15][N:16]([C:18]2[CH:23]=[CH:22][C:21]([C:24]([F:27])([F:26])[F:25])=[CH:20][CH:19]=2)[CH:17]=1.[Li]CCCC.Cl[C:34]([O:36][CH2:37][CH3:38])=[O:35].O, predict the reaction product. The product is: [CH2:37]([O:36][C:34]([C:15]1[N:16]([C:18]2[CH:19]=[CH:20][C:21]([C:24]([F:27])([F:25])[F:26])=[CH:22][CH:23]=2)[CH:17]=[C:13]([C:3]2[C:4]([C:7]3[CH:12]=[CH:11][CH:10]=[CH:9][CH:8]=3)=[N:5][O:6][C:2]=2[CH3:1])[N:14]=1)=[O:35])[CH3:38]. (2) The product is: [C:9]([C:8]1[CH:11]=[C:4]([C:3]([Cl:14])=[N:2][OH:1])[CH:5]=[CH:6][C:7]=1[O:12][CH3:13])#[N:10]. Given the reactants [OH:1][N:2]=[CH:3][C:4]1[CH:5]=[CH:6][C:7]([O:12][CH3:13])=[C:8]([CH:11]=1)[C:9]#[N:10].[ClH:14], predict the reaction product. (3) Given the reactants S1[C:7]2[CH:8]=[CH:9][CH:10]=[CH:11][C:6]=2[CH2:5][N:4]([C:12]2[CH:21]=[C:20]([CH:22]([OH:36])[CH:23]3[CH2:28][CH2:27][N:26]([C:29]([O:31][C:32]([CH3:35])([CH3:34])[CH3:33])=[O:30])[CH2:25][CH2:24]3)[C:19]3[C:14](=[CH:15][CH:16]=[C:17]([CH3:37])[CH:18]=3)[N:13]=2)[CH2:3][CH2:2]1.ClC1C=CC=C(C(OO)=O)C=1.[S:49]([O-:53])([O-])(=[O:51])=S.[Na+].[Na+], predict the reaction product. The product is: [O:51]=[S:49]1(=[O:53])[C:11]2[CH:10]=[CH:9][CH:8]=[CH:7][C:6]=2[CH2:5][N:4]([C:12]2[CH:21]=[C:20]([CH:22]([OH:36])[CH:23]3[CH2:24][CH2:25][N:26]([C:29]([O:31][C:32]([CH3:34])([CH3:33])[CH3:35])=[O:30])[CH2:27][CH2:28]3)[C:19]3[C:14](=[CH:15][CH:16]=[C:17]([CH3:37])[CH:18]=3)[N:13]=2)[CH2:3][CH2:2]1. (4) Given the reactants [F:1][C:2]([F:14])([F:13])[C:3]1[CH:4]=[C:5]([NH:9][C:10]([NH2:12])=[O:11])[CH:6]=[CH:7][CH:8]=1.[Br:15][C:16]1[CH:23]=[CH:22][C:19]([CH:20]=O)=[CH:18][CH:17]=1.O=[C:25]([CH3:32])[CH2:26][C:27]([O:29][CH2:30][CH3:31])=[O:28].Cl, predict the reaction product. The product is: [Br:15][C:16]1[CH:23]=[CH:22][C:19]([CH:20]2[C:26]([C:27]([O:29][CH2:30][CH3:31])=[O:28])=[C:25]([CH3:32])[N:9]([C:5]3[CH:6]=[CH:7][CH:8]=[C:3]([C:2]([F:13])([F:14])[F:1])[CH:4]=3)[C:10](=[O:11])[NH:12]2)=[CH:18][CH:17]=1. (5) Given the reactants C1(S(O[C@H:11]2[CH2:15][C@@H:14]([C:16](=[O:23])[NH:17][C:18]3([C:21]#[N:22])[CH2:20][CH2:19]3)[N:13]([C:24]([C:26]3([C:29]4[CH:34]=[CH:33][C:32]([Cl:35])=[CH:31][CH:30]=4)[CH2:28][CH2:27]3)=[O:25])[CH2:12]2)(=O)=O)C=CC=CC=1.[C:36]1([CH2:42][SH:43])[CH:41]=[CH:40][CH:39]=[CH:38][CH:37]=1, predict the reaction product. The product is: [CH2:42]([S:43][C@H:11]1[CH2:12][N:13]([C:24]([C:26]2([C:29]3[CH:34]=[CH:33][C:32]([Cl:35])=[CH:31][CH:30]=3)[CH2:27][CH2:28]2)=[O:25])[C@H:14]([C:16]([NH:17][C:18]2([C:21]#[N:22])[CH2:19][CH2:20]2)=[O:23])[CH2:15]1)[C:36]1[CH:41]=[CH:40][CH:39]=[CH:38][CH:37]=1. (6) Given the reactants [CH3:1][C:2]1[C:6]2[NH:7][C:8](=O)[O:9][C:10](=[O:11])[C:5]=2[S:4][CH:3]=1.[F:13][C:14]([F:25])([F:24])[C:15]1[CH:23]=[CH:22][C:18](C(Cl)=O)=[CH:17][CH:16]=1.Cl, predict the reaction product. The product is: [CH3:1][C:2]1[C:6]2[N:7]=[C:8]([C:18]3[CH:22]=[CH:23][C:15]([C:14]([F:25])([F:24])[F:13])=[CH:16][CH:17]=3)[O:9][C:10](=[O:11])[C:5]=2[S:4][CH:3]=1. (7) Given the reactants [OH:1][C:2]1[CH:3]=[C:4]([C:8](=[O:10])[CH3:9])[CH:5]=[CH:6][CH:7]=1.[C:11]1([CH3:19])[CH:16]=[CH:15][C:14]([Mg]Br)=[CH:13][CH:12]=1, predict the reaction product. The product is: [OH:10][C:8]([C:4]1[CH:3]=[C:2]([OH:1])[CH:7]=[CH:6][CH:5]=1)([C:14]1[CH:15]=[CH:16][C:11]([CH3:19])=[CH:12][CH:13]=1)[CH3:9]. (8) Given the reactants [O:1]([C:8]1[N:13]=[CH:12][C:11]([C:14](=[O:16])[CH3:15])=[CH:10][N:9]=1)[C:2]1[CH:7]=[CH:6][CH:5]=[CH:4][CH:3]=1.[C:18]([O:20][CH2:21][CH3:22])(=[O:19])[C:18]([O:20][CH2:21][CH3:22])=[O:19].C[O-].[Na+].CO, predict the reaction product. The product is: [O:16]=[C:14]([C:11]1[CH:12]=[N:13][C:8]([O:1][C:2]2[CH:3]=[CH:4][CH:5]=[CH:6][CH:7]=2)=[N:9][CH:10]=1)[CH2:15][C:18]([O:20][CH2:21][CH3:22])=[O:19]. (9) Given the reactants [CH2:1]([N:8]1[CH2:13][CH2:12][NH:11][CH2:10][CH2:9]1)[C:2]1[CH:7]=[CH:6][CH:5]=[CH:4][CH:3]=1.C(=O)([O-])[O-].[K+].[K+].Br[CH2:21]/[CH:22]=[CH:23]/[C:24]([O:26][CH3:27])=[O:25], predict the reaction product. The product is: [CH3:27][O:26][C:24](=[O:25])[CH:23]=[CH:22][CH2:21][N:11]1[CH2:12][CH2:13][N:8]([CH2:1][C:2]2[CH:3]=[CH:4][CH:5]=[CH:6][CH:7]=2)[CH2:9][CH2:10]1. (10) Given the reactants [CH3:1][C:2]1[C:13]([CH3:14])=[CH:12][C:5]2[NH:6][C:7]([CH2:9][CH2:10][NH2:11])=[N:8][C:4]=2[CH:3]=1.[CH:15]1([CH:18]=O)[CH2:17][CH2:16]1, predict the reaction product. The product is: [CH:15]1([CH2:18][NH:11][CH2:10][CH2:9][C:7]2[NH:6][C:5]3[CH:12]=[C:13]([CH3:14])[C:2]([CH3:1])=[CH:3][C:4]=3[N:8]=2)[CH2:17][CH2:16]1.